From a dataset of Forward reaction prediction with 1.9M reactions from USPTO patents (1976-2016). Predict the product of the given reaction. (1) Given the reactants [CH2:1]([O:8][C:9]1[C:18]([N+:19]([O-:21])=[O:20])=[C:17](Cl)[C:16]2[C:11](=[CH:12][CH:13]=[CH:14][CH:15]=2)[N:10]=1)[C:2]1[CH:7]=[CH:6][CH:5]=[CH:4][CH:3]=1.[CH2:23]([O:30][C:31]1[C:40]([N+:41]([O-:43])=[O:42])=[C:39](Cl)[C:38]2[C:33](=[CH:34][CH:35]=[CH:36][N:37]=2)[N:32]=1)[C:24]1[CH:29]=[CH:28][CH:27]=[CH:26][CH:25]=1.NO, predict the reaction product. The product is: [CH2:1]([O:8][C:9]1[C:18]([N+:19]([O-:21])=[O:20])=[C:17]([NH2:32])[C:16]2[C:11](=[CH:12][CH:13]=[CH:14][CH:15]=2)[N:10]=1)[C:2]1[CH:7]=[CH:6][CH:5]=[CH:4][CH:3]=1.[CH2:23]([O:30][C:31]1[C:40]([N+:41]([O-:43])=[O:42])=[C:39]([NH2:10])[C:38]2[C:33](=[CH:34][CH:35]=[CH:36][N:37]=2)[N:32]=1)[C:24]1[CH:29]=[CH:28][CH:27]=[CH:26][CH:25]=1. (2) Given the reactants [Cl:1][C:2]1[C:3]([NH:9][S:10]([C:13]2[CH:22]=[CH:21][C:16]([C:17]([O:19][CH3:20])=[O:18])=[CH:15][CH:14]=2)(=[O:12])=[O:11])=[N:4][CH:5]=[C:6]([Cl:8])[CH:7]=1.Br[CH2:24][C:25]1[CH:30]=[CH:29][C:28]([Cl:31])=[C:27]([C:32]([F:35])([F:34])[F:33])[CH:26]=1, predict the reaction product. The product is: [Cl:31][C:28]1[CH:29]=[CH:30][C:25]([CH2:24][N:9]([C:3]2[C:2]([Cl:1])=[CH:7][C:6]([Cl:8])=[CH:5][N:4]=2)[S:10]([C:13]2[CH:14]=[CH:15][C:16]([C:17]([O:19][CH3:20])=[O:18])=[CH:21][CH:22]=2)(=[O:12])=[O:11])=[CH:26][C:27]=1[C:32]([F:33])([F:34])[F:35].